This data is from Reaction yield outcomes from USPTO patents with 853,638 reactions. The task is: Predict the reaction yield, written as a fraction of the theoretical maximum amount of product (1.0 means a 100% yield; for example, 0.34 means a 34% yield). (1) The reactants are [NH:1]1[C:5]([C:6]2[CH:7]=[C:8]([CH:10]=[CH:11][CH:12]=2)[NH2:9])=[N:4][N:3]=[N:2]1.[F:13][C:14]1[CH:15]=[C:16]([C:23](O)=[O:24])[C:17]2[NH:21][CH:20]=[N:19][C:18]=2[CH:22]=1. No catalyst specified. The product is [NH:4]1[C:5]([C:6]2[CH:7]=[C:8]([NH:9][C:23]([C:16]3[C:17]4[NH:21][CH:20]=[N:19][C:18]=4[CH:22]=[C:14]([F:13])[CH:15]=3)=[O:24])[CH:10]=[CH:11][CH:12]=2)=[N:1][N:2]=[N:3]1. The yield is 0.170. (2) The reactants are Cl[C:2]1[N:3]=[CH:4][C:5]([C:8]([N:10]2[CH2:15][CH2:14][C:13]3[NH:16][C:17]([C:19]4[C:27]5[C:22](=[CH:23][C:24]([C:28]6[CH:33]=[C:32]([F:34])[C:31]([OH:35])=[CH:30][C:29]=6[CH2:36][CH3:37])=[CH:25][CH:26]=5)[NH:21][N:20]=4)=[N:18][C:12]=3[CH2:11]2)=[O:9])=[N:6][CH:7]=1.[CH:38]1([NH2:44])[CH2:43][CH2:42][CH2:41][CH2:40][CH2:39]1. No catalyst specified. The product is [CH:38]1([NH:44][C:2]2[N:3]=[CH:4][C:5]([C:8]([N:10]3[CH2:15][CH2:14][C:13]4[NH:16][C:17]([C:19]5[C:27]6[C:22](=[CH:23][C:24]([C:28]7[CH:33]=[C:32]([F:34])[C:31]([OH:35])=[CH:30][C:29]=7[CH2:36][CH3:37])=[CH:25][CH:26]=6)[NH:21][N:20]=5)=[N:18][C:12]=4[CH2:11]3)=[O:9])=[N:6][CH:7]=2)[CH2:43][CH2:42][CH2:41][CH2:40][CH2:39]1. The yield is 0.200. (3) The reactants are [Br:1][C:2]1[CH:23]=[C:22](/[CH:24]=[CH:25]/[CH:26]([C:31]2[CH:36]=[C:35]([Cl:37])[C:34]([Cl:38])=[C:33]([Cl:39])[CH:32]=2)[C:27]([F:30])([F:29])[F:28])[CH:21]=[CH:20][C:3]=1[C:4]([NH:6][CH:7]1[CH2:12][CH2:11][N:10](C(OC(C)(C)C)=O)[CH2:9][CH2:8]1)=[O:5]. The catalyst is Cl.O1CCOCC1. The product is [Br:1][C:2]1[CH:23]=[C:22](/[CH:24]=[CH:25]/[CH:26]([C:31]2[CH:32]=[C:33]([Cl:39])[C:34]([Cl:38])=[C:35]([Cl:37])[CH:36]=2)[C:27]([F:30])([F:28])[F:29])[CH:21]=[CH:20][C:3]=1[C:4]([NH:6][CH:7]1[CH2:12][CH2:11][NH:10][CH2:9][CH2:8]1)=[O:5]. The yield is 0.880. (4) The reactants are [CH2:1]([O:3][C:4]1[CH2:5][C:6]2[C:11]([CH2:12][CH:13]=1)=[CH:10][CH:9]=[CH:8][C:7]=2[N:14]=[C:15]=S)[CH3:2].[N:17]([CH2:20][C:21]([C:23]1[CH:28]=[CH:27][C:26]([C:29]([F:32])([F:31])[F:30])=[CH:25][CH:24]=1)=[O:22])=[N+]=[N-].C1(P(C2C=CC=CC=2)C2C=CC=CC=2)C=CC=CC=1. The catalyst is O1CCOCC1. The product is [CH2:1]([O:3][C:4]1[CH2:5][C:6]2[C:7]([NH:14][C:15]3[O:22][C:21]([C:23]4[CH:28]=[CH:27][C:26]([C:29]([F:30])([F:31])[F:32])=[CH:25][CH:24]=4)=[CH:20][N:17]=3)=[CH:8][CH:9]=[CH:10][C:11]=2[CH2:12][CH:13]=1)[CH3:2]. The yield is 0.220. (5) The reactants are C([Li])CCC.CCCCCC.Br[C:13]1[CH:18]=[C:17]([C:19]([CH3:22])([CH3:21])[CH3:20])[CH:16]=[CH:15][C:14]=1[O:23][CH2:24][O:25][CH2:26][CH2:27][O:28][CH3:29].[B:30](OC)([O:33]C)[O:31]C. The catalyst is O1CCCC1. The product is [C:19]([C:17]1[CH:16]=[CH:15][C:14]([O:23][CH2:24][O:25][CH2:26][CH2:27][O:28][CH3:29])=[C:13]([B:30]([OH:33])[OH:31])[CH:18]=1)([CH3:22])([CH3:21])[CH3:20]. The yield is 0.980.